This data is from NCI-60 drug combinations with 297,098 pairs across 59 cell lines. The task is: Regression. Given two drug SMILES strings and cell line genomic features, predict the synergy score measuring deviation from expected non-interaction effect. (1) Drug 1: CC(C)NC(=O)C1=CC=C(C=C1)CNNC.Cl. Drug 2: CC1C(C(CC(O1)OC2CC(CC3=C2C(=C4C(=C3O)C(=O)C5=C(C4=O)C(=CC=C5)OC)O)(C(=O)CO)O)N)O.Cl. Cell line: MALME-3M. Synergy scores: CSS=38.3, Synergy_ZIP=-5.91, Synergy_Bliss=-9.42, Synergy_Loewe=-5.81, Synergy_HSA=-5.89. (2) Drug 1: CCC1=CC2CC(C3=C(CN(C2)C1)C4=CC=CC=C4N3)(C5=C(C=C6C(=C5)C78CCN9C7C(C=CC9)(C(C(C8N6C)(C(=O)OC)O)OC(=O)C)CC)OC)C(=O)OC.C(C(C(=O)O)O)(C(=O)O)O. Drug 2: CC1=C2C(C(=O)C3(C(CC4C(C3C(C(C2(C)C)(CC1OC(=O)C(C(C5=CC=CC=C5)NC(=O)C6=CC=CC=C6)O)O)OC(=O)C7=CC=CC=C7)(CO4)OC(=O)C)O)C)OC(=O)C. Cell line: LOX IMVI. Synergy scores: CSS=57.2, Synergy_ZIP=-7.82, Synergy_Bliss=-7.74, Synergy_Loewe=-6.30, Synergy_HSA=-1.42. (3) Drug 1: CC1OCC2C(O1)C(C(C(O2)OC3C4COC(=O)C4C(C5=CC6=C(C=C35)OCO6)C7=CC(=C(C(=C7)OC)O)OC)O)O. Drug 2: CN1C2=C(C=C(C=C2)N(CCCl)CCCl)N=C1CCCC(=O)O.Cl. Cell line: HL-60(TB). Synergy scores: CSS=52.6, Synergy_ZIP=3.91, Synergy_Bliss=3.02, Synergy_Loewe=-12.6, Synergy_HSA=3.03. (4) Drug 1: CC1=C2C(C(=O)C3(C(CC4C(C3C(C(C2(C)C)(CC1OC(=O)C(C(C5=CC=CC=C5)NC(=O)OC(C)(C)C)O)O)OC(=O)C6=CC=CC=C6)(CO4)OC(=O)C)OC)C)OC. Drug 2: C(=O)(N)NO. Cell line: HS 578T. Synergy scores: CSS=64.1, Synergy_ZIP=10.6, Synergy_Bliss=11.3, Synergy_Loewe=-23.3, Synergy_HSA=10.0. (5) Drug 1: CC1=C2C(C(=O)C3(C(CC4C(C3C(C(C2(C)C)(CC1OC(=O)C(C(C5=CC=CC=C5)NC(=O)C6=CC=CC=C6)O)O)OC(=O)C7=CC=CC=C7)(CO4)OC(=O)C)O)C)OC(=O)C. Drug 2: C1=NC(=NC(=O)N1C2C(C(C(O2)CO)O)O)N. Cell line: NCIH23. Synergy scores: CSS=4.23, Synergy_ZIP=-3.48, Synergy_Bliss=-3.43, Synergy_Loewe=-1.56, Synergy_HSA=-1.44. (6) Drug 1: C1CC(=O)NC(=O)C1N2CC3=C(C2=O)C=CC=C3N. Drug 2: CC1=C(N=C(N=C1N)C(CC(=O)N)NCC(C(=O)N)N)C(=O)NC(C(C2=CN=CN2)OC3C(C(C(C(O3)CO)O)O)OC4C(C(C(C(O4)CO)O)OC(=O)N)O)C(=O)NC(C)C(C(C)C(=O)NC(C(C)O)C(=O)NCCC5=NC(=CS5)C6=NC(=CS6)C(=O)NCCC[S+](C)C)O. Cell line: SF-268. Synergy scores: CSS=30.0, Synergy_ZIP=8.32, Synergy_Bliss=2.25, Synergy_Loewe=-38.8, Synergy_HSA=2.54. (7) Drug 1: CCCS(=O)(=O)NC1=C(C(=C(C=C1)F)C(=O)C2=CNC3=C2C=C(C=N3)C4=CC=C(C=C4)Cl)F. Drug 2: CC12CCC3C(C1CCC2=O)CC(=C)C4=CC(=O)C=CC34C. Cell line: RPMI-8226. Synergy scores: CSS=41.2, Synergy_ZIP=0.00391, Synergy_Bliss=3.14, Synergy_Loewe=-9.35, Synergy_HSA=0.134. (8) Drug 1: CN(C)N=NC1=C(NC=N1)C(=O)N. Drug 2: C1=CC=C(C=C1)NC(=O)CCCCCCC(=O)NO. Cell line: RXF 393. Synergy scores: CSS=16.0, Synergy_ZIP=1.88, Synergy_Bliss=4.52, Synergy_Loewe=2.90, Synergy_HSA=4.54. (9) Drug 1: CC12CCC(CC1=CCC3C2CCC4(C3CC=C4C5=CN=CC=C5)C)O. Drug 2: B(C(CC(C)C)NC(=O)C(CC1=CC=CC=C1)NC(=O)C2=NC=CN=C2)(O)O. Cell line: COLO 205. Synergy scores: CSS=-1.61, Synergy_ZIP=6.93, Synergy_Bliss=2.20, Synergy_Loewe=-0.101, Synergy_HSA=-1.69.